Task: Predict the reactants needed to synthesize the given product.. Dataset: Retrosynthesis with 50K atom-mapped reactions and 10 reaction types from USPTO (1) Given the product COCC(=O)N1CCC(NC(=O)c2c[nH]c3c(-c4ccc(F)cc4OCC4CC4)ncnc23)CC1, predict the reactants needed to synthesize it. The reactants are: COCC(=O)Cl.O=C(NC1CCNCC1)c1c[nH]c2c(-c3ccc(F)cc3OCC3CC3)ncnc12. (2) Given the product Cc1c(C(=O)O)sc2ncnc(Nc3cccnc3OC3CCC(NC(=O)OC(C)(C)C)CC3)c12, predict the reactants needed to synthesize it. The reactants are: COC(=O)c1sc2ncnc(Nc3cccnc3OC3CCC(NC(=O)OC(C)(C)C)CC3)c2c1C. (3) Given the product COC(=O)c1ccc(C(C)C)cc1, predict the reactants needed to synthesize it. The reactants are: CC(C)c1ccc(C(=O)O)cc1.O=C([O-])O. (4) Given the product O=C(Nc1ccc(C2=CCNCC2)cc1)Nc1ccc2nccn2c1, predict the reactants needed to synthesize it. The reactants are: CC(C)(C)OC(=O)N1CC=C(c2ccc(NC(=O)Nc3ccc4nccn4c3)cc2)CC1. (5) Given the product CN(c1nc(Nc2cnn(C)c2)ncc1Cl)C1CCC2(CCNC2)CC1, predict the reactants needed to synthesize it. The reactants are: CN(c1nc(Nc2cnn(C)c2)ncc1Cl)C1CCC2(CC1)CCN(C(=O)OC(C)(C)C)C2. (6) Given the product CC(C)[Si](Oc1ccc(C2OCCO2)cc1F)(C(C)C)C(C)C, predict the reactants needed to synthesize it. The reactants are: CC(C)[Si](Oc1ccc(C=O)cc1F)(C(C)C)C(C)C.OCCO. (7) Given the product C#Cc1ccc(N)c(NC(=O)/C=C/c2ccc(NC(C)=O)cc2)c1, predict the reactants needed to synthesize it. The reactants are: C#Cc1ccc(NC(=O)OC(C)(C)C)c(NC(=O)/C=C/c2ccc(NC(C)=O)cc2)c1.